From a dataset of Forward reaction prediction with 1.9M reactions from USPTO patents (1976-2016). Predict the product of the given reaction. (1) Given the reactants [Br:1][C:2]1[CH:10]=[C:9]2[C:5]([CH:6]=[N:7][NH:8]2)=[C:4]([O:11][CH3:12])[CH:3]=1.F[B-](F)(F)F.[CH3:18][O+](C)C.O, predict the reaction product. The product is: [Br:1][C:2]1[CH:3]=[C:4]([O:11][CH3:12])[C:5]2[C:9]([CH:10]=1)=[N:8][N:7]([CH3:18])[CH:6]=2. (2) Given the reactants [C:1]12([CH2:11][O:12][C:13]3[C:18]([Br:19])=[CH:17][N:16]=[C:15](Cl)[CH:14]=3)[CH2:10][CH:5]3[CH2:6][CH:7]([CH2:9][CH:3]([CH2:4]3)[CH2:2]1)[CH2:8]2.O.[NH2:22][NH2:23], predict the reaction product. The product is: [C:1]12([CH2:11][O:12][C:13]3[C:18]([Br:19])=[CH:17][N:16]=[C:15]([NH:22][NH2:23])[CH:14]=3)[CH2:10][CH:5]3[CH2:6][CH:7]([CH2:9][CH:3]([CH2:4]3)[CH2:2]1)[CH2:8]2. (3) Given the reactants [CH:1]([N:4]=[C:5]=[O:6])([CH3:3])[CH3:2].[CH2:7]([O:9][CH2:10][C:11]1[N:12]([CH2:32][CH2:33][CH3:34])[C:13]2[C:22]3[CH:21]=[C:20]([O:23][CH:24]4[CH2:29][CH2:28][NH:27][CH2:26][CH2:25]4)[CH:19]=[CH:18][C:17]=3[N:16]=[C:15]([NH2:30])[C:14]=2[N:31]=1)[CH3:8], predict the reaction product. The product is: [NH2:30][C:15]1[C:14]2[N:31]=[C:11]([CH2:10][O:9][CH2:7][CH3:8])[N:12]([CH2:32][CH2:33][CH3:34])[C:13]=2[C:22]2[CH:21]=[C:20]([O:23][CH:24]3[CH2:25][CH2:26][N:27]([C:5]([NH:4][CH:1]([CH3:3])[CH3:2])=[O:6])[CH2:28][CH2:29]3)[CH:19]=[CH:18][C:17]=2[N:16]=1. (4) The product is: [Cl:1][C:2]1[N:3]=[CH:4][N:5]([C:7]2[CH:12]=[CH:11][C:10]([NH:13][C:14]3[N:30]=[C:17]4[C@@H:18]([C:23]5[CH:28]=[CH:27][C:26]([F:29])=[CH:25][CH:24]=5)[CH2:19][CH2:20][CH2:21][CH2:22][N:16]4[N:15]=3)=[CH:9][C:8]=2[O:31][CH3:32])[CH:6]=1. Given the reactants [Cl:1][C:2]1[N:3]=[CH:4][N:5]([C:7]2[CH:12]=[CH:11][C:10]([NH:13][C:14]3[N:30]=[C:17]4[CH:18]([C:23]5[CH:28]=[CH:27][C:26]([F:29])=[CH:25][CH:24]=5)[CH2:19][CH2:20][CH2:21][CH2:22][N:16]4[N:15]=3)=[CH:9][C:8]=2[O:31][CH3:32])[CH:6]=1.CO, predict the reaction product. (5) Given the reactants [CH:1]1([CH2:4][O:5][C:6]2[CH:11]=[CH:10][C:9]([S:12]([CH3:15])(=[O:14])=[O:13])=[CH:8][C:7]=2[C:16]2[C:25]3[C:20](=[CH:21][CH:22]=[C:23](F)[CH:24]=3)[C:19](=[O:27])[N:18]([CH3:28])[CH:17]=2)[CH2:3][CH2:2]1.C[O-].[Na+].C[C:33](=O)[O:34]CC, predict the reaction product. The product is: [CH:1]1([CH2:4][O:5][C:6]2[CH:11]=[CH:10][C:9]([S:12]([CH3:15])(=[O:14])=[O:13])=[CH:8][C:7]=2[C:16]2[C:25]3[C:20](=[CH:21][CH:22]=[C:23]([O:34][CH3:33])[CH:24]=3)[C:19](=[O:27])[N:18]([CH3:28])[CH:17]=2)[CH2:3][CH2:2]1. (6) Given the reactants CCN(CC)CC.[CH3:8][C:9]1[C:14]([O:15][C:16]2[CH:21]=[CH:20][N:19]=[C:18]([NH:22][C:23]3[CH:31]=[CH:30][C:26]([C:27]([O-:29])=O)=[CH:25][CH:24]=3)[CH:17]=2)=[CH:13][CH:12]=[C:11]([CH3:32])[N:10]=1.[Li+].[CH:34]12[O:41][CH:38]([CH2:39][CH2:40]1)[CH2:37][N:36]([CH2:42][CH2:43][NH2:44])[CH2:35]2.CN(C(ON1N=NC2C=CC=CC1=2)=[N+](C)C)C.F[P-](F)(F)(F)(F)F, predict the reaction product. The product is: [CH3:8][C:9]1[C:14]([O:15][C:16]2[CH:21]=[CH:20][N:19]=[C:18]([NH:22][C:23]3[CH:31]=[CH:30][C:26]([C:27]([NH:44][CH2:43][CH2:42][N:36]4[CH2:37][CH:38]5[O:41][CH:34]([CH2:40][CH2:39]5)[CH2:35]4)=[O:29])=[CH:25][CH:24]=3)[CH:17]=2)=[CH:13][CH:12]=[C:11]([CH3:32])[N:10]=1. (7) Given the reactants [ClH:1].CO.[Cl:4][C:5]1[C:6]([C:52]([F:55])([F:54])[F:53])=[CH:7][C:8]2[N:12]=[C:11]([CH2:13][CH2:14][CH2:15][CH2:16][N:17]([CH2:19][C@@H:20]3[C@H:24]4[O:25]C(C)(C)[O:27][C@H:23]4[C@H:22]([N:30]4[C:34]5[N:35]=[CH:36][N:37]=[C:38]([NH:39][CH:40]6[CH2:42][CH2:41]6)[C:33]=5[CH:32]=[CH:31]4)[CH2:21]3)[CH3:18])[N:10](COCC[Si](C)(C)C)[C:9]=2[CH:51]=1.Cl, predict the reaction product. The product is: [ClH:4].[ClH:1].[ClH:4].[Cl:4][C:5]1[C:6]([C:52]([F:55])([F:53])[F:54])=[CH:7][C:8]2[N:12]=[C:11]([CH2:13][CH2:14][CH2:15][CH2:16][N:17]([CH2:19][C@H:20]3[CH2:21][C@@H:22]([N:30]4[C:34]5[N:35]=[CH:36][N:37]=[C:38]([NH:39][CH:40]6[CH2:42][CH2:41]6)[C:33]=5[CH:32]=[CH:31]4)[C@H:23]([OH:27])[C@@H:24]3[OH:25])[CH3:18])[NH:10][C:9]=2[CH:51]=1. (8) Given the reactants [OH:1][C:2]1([C:11]2[CH:18]=[CH:17][C:14]([C:15]#[N:16])=[CH:13][CH:12]=2)[CH2:7][CH2:6][CH2:5][N:4]2[CH:8]=[N:9][CH:10]=[C:3]12.[H-].[Na+].[CH3:21]I.O, predict the reaction product. The product is: [CH3:21][O:1][C:2]1([C:11]2[CH:18]=[CH:17][C:14]([C:15]#[N:16])=[CH:13][CH:12]=2)[CH2:7][CH2:6][CH2:5][N:4]2[CH:8]=[N:9][CH:10]=[C:3]12. (9) Given the reactants [CH:1]1([CH:5]2[C:14]3[C:9](=[CH:10][CH:11]=[CH:12][CH:13]=3)[N:8]([CH2:15][C:16]([NH2:18])=O)[CH2:7][CH2:6]2)[CH2:4][CH2:3][CH2:2]1.B.C1COCC1.CO, predict the reaction product. The product is: [CH:1]1([CH:5]2[C:14]3[C:9](=[CH:10][CH:11]=[CH:12][CH:13]=3)[N:8]([CH2:15][CH2:16][NH2:18])[CH2:7][CH2:6]2)[CH2:2][CH2:3][CH2:4]1. (10) The product is: [Br:2][C:3]1[CH:4]=[CH:5][C:6]([O:7][CH2:8][CH:9]2[CH2:10][CH2:11][N:12]([C:46]([C:42]3([C:41]([F:50])([F:49])[F:40])[CH2:45][CH2:44][CH2:43]3)=[O:47])[CH2:13][CH2:14]2)=[CH:15][CH:16]=1. Given the reactants Cl.[Br:2][C:3]1[CH:16]=[CH:15][C:6]([O:7][CH2:8][CH:9]2[CH2:14][CH2:13][NH:12][CH2:11][CH2:10]2)=[CH:5][CH:4]=1.C(Cl)CCl.C1C=CC2N(O)N=NC=2C=1.CCN(C(C)C)C(C)C.[F:40][C:41]([F:50])([F:49])[C:42]1([C:46](O)=[O:47])[CH2:45][CH2:44][CH2:43]1.C([O-])(O)=O.[Na+], predict the reaction product.